Dataset: Forward reaction prediction with 1.9M reactions from USPTO patents (1976-2016). Task: Predict the product of the given reaction. (1) Given the reactants [H-].[Na+].[CH3:3][O:4][CH2:5][CH2:6][N:7]1[C:11]([C:12](=[O:14])[CH3:13])=[N:10][CH:9]=[N:8]1.Cl.C([O-])(O)=O.[Na+].[C:21](=O)([O:25]CC)[O:22][CH2:23][CH3:24], predict the reaction product. The product is: [CH2:23]([O:22][C:21](=[O:25])[CH2:13][C:12]([C:11]1[N:7]([CH2:6][CH2:5][O:4][CH3:3])[N:8]=[CH:9][N:10]=1)=[O:14])[CH3:24]. (2) Given the reactants [Cl:1][C:2]1[CH:3]=[CH:4][C:5]2[NH:11][C:10](=O)[CH:9]([CH2:13][N:14]3[C:18]([CH2:19][CH2:20][C:21]([O:23][CH2:24][CH3:25])=[O:22])=[N:17][N:16]=[N:15]3)[CH2:8][CH:7]([C:26]3[CH:31]=[CH:30][CH:29]=[C:28]([O:32][CH3:33])[C:27]=3[O:34][CH3:35])[C:6]=2[CH:36]=1.COC1C=CC(P2(SP(C3C=CC(OC)=CC=3)(=S)S2)=[S:46])=CC=1, predict the reaction product. The product is: [Cl:1][C:2]1[CH:3]=[CH:4][C:5]2[NH:11][C:10](=[S:46])[CH:9]([CH2:13][N:14]3[C:18]([CH2:19][CH2:20][C:21]([O:23][CH2:24][CH3:25])=[O:22])=[N:17][N:16]=[N:15]3)[CH2:8][CH:7]([C:26]3[CH:31]=[CH:30][CH:29]=[C:28]([O:32][CH3:33])[C:27]=3[O:34][CH3:35])[C:6]=2[CH:36]=1. (3) Given the reactants Cl.Cl.[F:3][C:4]1[C:9]([F:10])=[CH:8][CH:7]=[CH:6][C:5]=1[C@@H:11]1[CH2:21][CH2:20][C@@H:19]([O:22][Si](C(C)C)(C(C)C)C(C)C)[C:14]2=[N:15][CH:16]=[CH:17][CH:18]=[C:13]2[CH:12]1[NH2:33].C(O)(C)C, predict the reaction product. The product is: [NH2:33][CH:12]1[C:13]2[C:14](=[N:15][CH:16]=[CH:17][CH:18]=2)[C@H:19]([OH:22])[CH2:20][CH2:21][C@H:11]1[C:5]1[CH:6]=[CH:7][CH:8]=[C:9]([F:10])[C:4]=1[F:3]. (4) Given the reactants [Cl:1][C:2]1[CH:3]=[C:4]2[N:27]=[C:26]([O:28][C@H:29]3[C@H:33]4[O:34][CH2:35][C@@H:36]([OH:37])[C@H:32]4[O:31][CH2:30]3)[N:25](COCC[Si](C)(C)C)[C:5]2=[N:6][C:7]=1[C:8]1[CH:13]=[CH:12][C:11]([N:14]2[CH2:18][CH:17]3[CH2:19][S:20](=[N:23][CH3:24])(=[O:22])[CH2:21][CH:16]3[CH2:15]2)=[CH:10][CH:9]=1.FC(F)(F)C(O)=O, predict the reaction product. The product is: [Cl:1][C:2]1[CH:3]=[C:4]2[N:27]=[C:26]([O:28][C@H:29]3[C@H:33]4[O:34][CH2:35][C@@H:36]([OH:37])[C@H:32]4[O:31][CH2:30]3)[NH:25][C:5]2=[N:6][C:7]=1[C:8]1[CH:9]=[CH:10][C:11]([N:14]2[CH2:15][CH:16]3[CH2:21][S:20](=[N:23][CH3:24])(=[O:22])[CH2:19][CH:17]3[CH2:18]2)=[CH:12][CH:13]=1. (5) The product is: [CH3:24][O:25][C:26]1[CH:33]=[C:32]([O:34][CH3:35])[CH:31]=[CH:30][C:27]=1[CH2:28][NH:1][C:2]1[N:3]=[C:4]([O:18][CH3:19])[N:5]([C:11]2[CH:16]=[CH:15][C:14]([F:17])=[CH:13][CH:12]=2)[C:6]=1[C:7]([O:9][CH3:10])=[O:8]. Given the reactants [NH2:1][C:2]1[N:3]=[C:4]([O:18][CH3:19])[N:5]([C:11]2[CH:16]=[CH:15][C:14]([F:17])=[CH:13][CH:12]=2)[C:6]=1[C:7]([O:9][CH3:10])=[O:8].C(O)(=O)C.[CH3:24][O:25][C:26]1[CH:33]=[C:32]([O:34][CH3:35])[CH:31]=[CH:30][C:27]=1[CH:28]=O.C(O[BH-](OC(=O)C)OC(=O)C)(=O)C.[Na+], predict the reaction product. (6) The product is: [F:8][C:6]1[CH:5]=[C:4]([C:9]2[CH:14]=[N:13][C:12]([NH:15][C:27](=[O:28])[CH2:26][CH:24]3[CH2:23][CH2:22][N:21]4[C:17](=[O:16])[O:18][CH2:19][CH:20]4[CH2:25]3)=[N:11][CH:10]=2)[CH:3]=[C:2]([F:1])[CH:7]=1. Given the reactants [F:1][C:2]1[CH:3]=[C:4]([C:9]2[CH:10]=[N:11][C:12]([NH2:15])=[N:13][CH:14]=2)[CH:5]=[C:6]([F:8])[CH:7]=1.[O:16]=[C:17]1[N:21]2[CH2:22][CH2:23][CH:24]([CH2:26][C:27](O)=[O:28])[CH2:25][CH:20]2[CH2:19][O:18]1, predict the reaction product.